Dataset: Reaction yield outcomes from USPTO patents with 853,638 reactions. Task: Predict the reaction yield, written as a fraction of the theoretical maximum amount of product (1.0 means a 100% yield; for example, 0.34 means a 34% yield). (1) The reactants are [CH3:1][CH:2]([C:7]1[CH:12]=[C:11]([Cl:13])[CH:10]=[CH:9][C:8]=1[N+:14]([O-])=O)[C:3](OC)=[O:4]. The catalyst is C(O)(=O)C.[Fe]. The product is [Cl:13][C:11]1[CH:12]=[C:7]2[C:8](=[CH:9][CH:10]=1)[NH:14][C:3](=[O:4])[CH:2]2[CH3:1]. The yield is 0.840. (2) The product is [F:38][C:37]1[C:10]([S:7](=[O:9])(=[O:8])[NH:6][C:40]2[CH:45]=[CH:44][N:43]=[CH:42][N:41]=2)=[CH:11][C:12]([CH3:39])=[C:13]([CH:36]=1)[O:14][C@H:15]1[CH2:20][CH2:19][CH2:18][CH2:17][C@@H:16]1[C:21]1[C:22]([NH:32][C:33](=[O:35])[CH3:34])=[N:23][NH:24][CH:25]=1. The catalyst is CO. The yield is 0.630. The reactants are COC1C=C(OC)C=CC=1C[N:6]([C:40]1[CH:45]=[CH:44][N:43]=[CH:42][N:41]=1)[S:7]([C:10]1[C:37]([F:38])=[CH:36][C:13]([O:14][C@H:15]2[CH2:20][CH2:19][CH2:18][CH2:17][C@@H:16]2[C:21]2[C:22]([NH:32][C:33](=[O:35])[CH3:34])=[N:23][N:24](C3CCCCO3)[CH:25]=2)=[C:12]([CH3:39])[CH:11]=1)(=[O:9])=[O:8].C([SiH](CC)CC)C.FC(F)(F)C(O)=O.ClCCl. (3) The reactants are [O:1]1[CH:5]=[CH:4][CH:3]=[C:2]1[C:6](Cl)=[O:7].[F:9][C:10]1[CH:11]=[C:12]2[C:17](=[CH:18][CH:19]=1)[N:16]([CH2:20][C:21]1[CH:26]=[CH:25][C:24]([F:27])=[CH:23][CH:22]=1)[C:15](=[O:28])[C:14]([C:29]#[N:30])=[C:13]2[N:31]1[CH2:36][CH2:35][NH:34][CH2:33][CH2:32]1. The catalyst is N1C=CC=CC=1. The product is [F:9][C:10]1[CH:11]=[C:12]2[C:17](=[CH:18][CH:19]=1)[N:16]([CH2:20][C:21]1[CH:22]=[CH:23][C:24]([F:27])=[CH:25][CH:26]=1)[C:15](=[O:28])[C:14]([C:29]#[N:30])=[C:13]2[N:31]1[CH2:36][CH2:35][N:34]([C:6]([C:2]2[O:1][CH:5]=[CH:4][CH:3]=2)=[O:7])[CH2:33][CH2:32]1. The yield is 0.850. (4) The reactants are Br[C@@H:2]1[CH2:10][C:9]2[C:4](=[CH:5][CH:6]=[CH:7][CH:8]=2)[C@H:3]1[OH:11].[C:12]1(=[O:22])[NH:16][C:15](=[O:17])[C:14]2=[CH:18][CH:19]=[CH:20][CH:21]=[C:13]12.[K]. The catalyst is CN(C=O)C. The product is [OH:11][C@@H:3]1[C:4]2[C:9](=[CH:8][CH:7]=[CH:6][CH:5]=2)[CH2:10][C@H:2]1[N:16]1[C:15](=[O:17])[C:14]2=[CH:18][CH:19]=[CH:20][CH:21]=[C:13]2[C:12]1=[O:22]. The yield is 0.630.